This data is from Peptide-MHC class II binding affinity with 134,281 pairs from IEDB. The task is: Regression. Given a peptide amino acid sequence and an MHC pseudo amino acid sequence, predict their binding affinity value. This is MHC class II binding data. (1) The peptide sequence is CFHEFLSSKLNKFVS. The MHC is DRB1_1302 with pseudo-sequence DRB1_1302. The binding affinity (normalized) is 0.324. (2) The peptide sequence is SQDLELSDNLNGLQAY. The MHC is HLA-DQA10301-DQB10302 with pseudo-sequence HLA-DQA10301-DQB10302. The binding affinity (normalized) is 0.399. (3) The binding affinity (normalized) is 0.403. The peptide sequence is WKADMSKLLNLKHDL. The MHC is DRB1_0101 with pseudo-sequence DRB1_0101. (4) The peptide sequence is VRFSWLSLLVPFVQW. The MHC is HLA-DQA10301-DQB10302 with pseudo-sequence HLA-DQA10301-DQB10302. The binding affinity (normalized) is 0.485. (5) The peptide sequence is KLRSAGEVEIQFRRV. The MHC is HLA-DPA10103-DPB10401 with pseudo-sequence HLA-DPA10103-DPB10401. The binding affinity (normalized) is 0.378. (6) The peptide sequence is HEWCCRSCTLPPLRY. The MHC is DRB1_1302 with pseudo-sequence DRB1_1302. The binding affinity (normalized) is 0.238. (7) The peptide sequence is YDKFLAEVSTVLTGK. The MHC is DRB1_1602 with pseudo-sequence DRB1_1602. The binding affinity (normalized) is 0.956. (8) The peptide sequence is RTEQKDFDGRSEFAYGSFVR. The MHC is DRB1_1301 with pseudo-sequence DRB1_1301. The binding affinity (normalized) is 0. (9) The peptide sequence is LPRPPATPPPPPPPQ. The MHC is DRB1_1302 with pseudo-sequence DRB1_1302. The binding affinity (normalized) is 0.0127.